This data is from Full USPTO retrosynthesis dataset with 1.9M reactions from patents (1976-2016). The task is: Predict the reactants needed to synthesize the given product. (1) Given the product [Cl:27][C:22]1[CH:21]=[C:20]([NH:19][C:5]2[C:4]3[C:9](=[C:10]([C:12]([N:14]([CH3:15])[CH3:16])=[O:13])[CH:11]=[C:2]([NH:1][CH2:34][C:30]4[CH:29]=[N:28][CH:33]=[CH:32][CH:31]=4)[CH:3]=3)[N:8]=[CH:7][C:6]=2[C:17]#[N:18])[CH:25]=[CH:24][C:23]=1[F:26], predict the reactants needed to synthesize it. The reactants are: [NH2:1][C:2]1[CH:3]=[C:4]2[C:9](=[C:10]([C:12]([N:14]([CH3:16])[CH3:15])=[O:13])[CH:11]=1)[N:8]=[CH:7][C:6]([C:17]#[N:18])=[C:5]2[NH:19][C:20]1[CH:25]=[CH:24][C:23]([F:26])=[C:22]([Cl:27])[CH:21]=1.[N:28]1[CH:33]=[CH:32][CH:31]=[C:30]([CH:34]=O)[CH:29]=1.[BH3-]C#N.[Na+]. (2) Given the product [Br:26][C:14]1[C:13]([OH:16])=[CH:12][C:9]2[CH2:10][CH2:11][N:5]([C:3](=[O:4])[C:2]([F:1])([F:17])[F:18])[CH2:6][CH2:7][C:8]=2[CH:15]=1, predict the reactants needed to synthesize it. The reactants are: [F:1][C:2]([F:18])([F:17])[C:3]([N:5]1[CH2:11][CH2:10][C:9]2[CH:12]=[C:13]([OH:16])[CH:14]=[CH:15][C:8]=2[CH2:7][CH2:6]1)=[O:4].C1C(=O)N([Br:26])C(=O)C1. (3) Given the product [C:12]1([S:18][C:2]2[CH:10]=[CH:9][CH:8]=[C:7]3[C:3]=2[CH2:4][CH2:5][C:6]3=[O:11])[CH:17]=[CH:16][CH:15]=[CH:14][CH:13]=1, predict the reactants needed to synthesize it. The reactants are: Br[C:2]1[CH:10]=[CH:9][CH:8]=[C:7]2[C:3]=1[CH2:4][CH2:5][C:6]2=[O:11].[C:12]1([SH:18])[CH:17]=[CH:16][CH:15]=[CH:14][CH:13]=1.C1(P(C2C=CC=CC=2)C2C3OC4C(=CC=CC=4P(C4C=CC=CC=4)C4C=CC=CC=4)C(C)(C)C=3C=CC=2)C=CC=CC=1.C(N(CC)C(C)C)(C)C. (4) Given the product [ClH:38].[C:1]([C:5]1[O:9][N:8]=[C:7]([NH:10][C:11]([NH:13][C:14]2[CH:19]=[CH:18][CH:17]=[C:16]([S:20][C:21]3[C:30]4[C:25](=[CH:26][C:27]([O:33][CH2:34][CH2:35][O:36][CH3:37])=[C:28]([O:31][CH3:32])[CH:29]=4)[N:24]=[CH:23][N:22]=3)[CH:15]=2)=[O:12])[CH:6]=1)([CH3:4])([CH3:2])[CH3:3], predict the reactants needed to synthesize it. The reactants are: [C:1]([C:5]1[O:9][N:8]=[C:7]([NH:10][C:11]([NH:13][C:14]2[CH:19]=[CH:18][CH:17]=[C:16]([S:20][C:21]3[C:30]4[C:25](=[CH:26][C:27]([O:33][CH2:34][CH2:35][O:36][CH3:37])=[C:28]([O:31][CH3:32])[CH:29]=4)[N:24]=[CH:23][N:22]=3)[CH:15]=2)=[O:12])[CH:6]=1)([CH3:4])([CH3:3])[CH3:2].[ClH:38].CCOCC. (5) Given the product [CH3:17][CH2:16][CH2:15][CH2:14][CH2:13][CH2:12][CH2:11][CH2:10][N:9]([C:22]([CH2:21][O:20][CH2:19][C:18]([OH:25])=[O:24])=[O:23])[CH2:1][CH2:2][CH2:3][CH2:4][CH2:5][CH2:6][CH2:7][CH3:8], predict the reactants needed to synthesize it. The reactants are: [CH2:1]([NH:9][CH2:10][CH2:11][CH2:12][CH2:13][CH2:14][CH2:15][CH2:16][CH3:17])[CH2:2][CH2:3][CH2:4][CH2:5][CH2:6][CH2:7][CH3:8].[C:18]1(=[O:25])[O:24][C:22](=[O:23])[CH2:21][O:20][CH2:19]1.